Dataset: Reaction yield outcomes from USPTO patents with 853,638 reactions. Task: Predict the reaction yield, written as a fraction of the theoretical maximum amount of product (1.0 means a 100% yield; for example, 0.34 means a 34% yield). (1) The reactants are [Cl:1][C:2]1[CH:3]=[C:4]([O:12][C:13]2[C:25]([F:26])=[CH:24][C:16]([C:17]([O:19]C(C)(C)C)=[O:18])=[C:15]([F:27])[CH:14]=2)[CH:5]=[N:6][C:7]=1[O:8][CH:9]([CH3:11])[CH3:10].O1CCCC1.CO.[OH-].[Na+].Cl. The catalyst is C(OCC)(=O)C. The product is [Cl:1][C:2]1[CH:3]=[C:4]([O:12][C:13]2[C:25]([F:26])=[CH:24][C:16]([C:17]([OH:19])=[O:18])=[C:15]([F:27])[CH:14]=2)[CH:5]=[N:6][C:7]=1[O:8][CH:9]([CH3:11])[CH3:10]. The yield is 0.930. (2) The reactants are Br[C:2]1[CH:3]=[C:4]([C:15]([O:17]C)=[O:16])[C:5]2[C:6]([CH3:14])=[CH:7][N:8]([CH:11]([CH3:13])[CH3:12])[C:9]=2[CH:10]=1.[CH3:19][S:20]([OH:22])=[O:21].CNCCNC. The catalyst is CS(C)=O. The product is [CH:11]([N:8]1[C:9]2[CH:10]=[C:2]([S:20]([CH3:19])(=[O:22])=[O:21])[CH:3]=[C:4]([C:15]([OH:17])=[O:16])[C:5]=2[C:6]([CH3:14])=[CH:7]1)([CH3:13])[CH3:12]. The yield is 0.250. (3) The reactants are [CH3:1][NH2:2].[C:3]([O:7][C:8](=[O:24])[N:9]([CH2:14][C:15]1[CH:23]=[CH:22][C:18]2[O:19][CH2:20][O:21][C:17]=2[CH:16]=1)[CH2:10][CH2:11][CH2:12]Br)([CH3:6])([CH3:5])[CH3:4]. The catalyst is CCO. The product is [C:3]([O:7][C:8](=[O:24])[N:9]([CH2:14][C:15]1[CH:23]=[CH:22][C:18]2[O:19][CH2:20][O:21][C:17]=2[CH:16]=1)[CH2:10][CH2:11][CH2:12][NH:2][CH3:1])([CH3:6])([CH3:5])[CH3:4]. The yield is 1.00. (4) The reactants are Br[C:2]1[CH:7]=[CH:6][N:5]=[C:4]([CH3:8])[CH:3]=1.[C:9](=[N:22][NH2:23])([C:16]1[CH:21]=[CH:20][CH:19]=[CH:18][CH:17]=1)[C:10]1[CH:15]=[CH:14][CH:13]=[CH:12][CH:11]=1.C1(P(C2C=CC=CC=2)C2C3OC4C(=CC=CC=4P(C4C=CC=CC=4)C4C=CC=CC=4)C(C)(C)C=3C=CC=2)C=CC=CC=1.CC(C)([O-])C.[Na+]. The catalyst is C1(C)C=CC=CC=1.C([O-])(=O)C.[Pd+2].C([O-])(=O)C. The yield is 0.950. The product is [C:10]1([C:9]([C:16]2[CH:21]=[CH:20][CH:19]=[CH:18][CH:17]=2)=[N:22][NH:23][C:7]2[CH:2]=[CH:3][C:4]([CH3:8])=[N:5][CH:6]=2)[CH:11]=[CH:12][CH:13]=[CH:14][CH:15]=1. (5) The reactants are [F:1][C:2]([F:27])([F:26])[C:3]1[CH:4]=[CH:5][C:6]([NH:9][CH2:10][C@H:11]2[N:18](C(OC(C)(C)C)=O)[CH2:17][CH2:16][C:13]3([CH2:15][CH2:14]3)[CH2:12]2)=[N:7][CH:8]=1.FC(F)(F)C(O)=O. The catalyst is ClCCl. The product is [CH2:14]1[C:13]2([CH2:16][CH2:17][NH:18][C@H:11]([CH2:10][NH:9][C:6]3[CH:5]=[CH:4][C:3]([C:2]([F:1])([F:26])[F:27])=[CH:8][N:7]=3)[CH2:12]2)[CH2:15]1. The yield is 0.900.